From a dataset of Peptide-MHC class II binding affinity with 134,281 pairs from IEDB. Regression. Given a peptide amino acid sequence and an MHC pseudo amino acid sequence, predict their binding affinity value. This is MHC class II binding data. (1) The peptide sequence is KKWNSITVMPLLCGIGC. The MHC is DRB5_0101 with pseudo-sequence DRB5_0101. The binding affinity (normalized) is 0.898. (2) The peptide sequence is GTKGEAKDVIPEGWK. The MHC is HLA-DQA10401-DQB10402 with pseudo-sequence HLA-DQA10401-DQB10402. The binding affinity (normalized) is 0.0343. (3) The peptide sequence is AAVELARALVRAVAE. The MHC is HLA-DQA10301-DQB10302 with pseudo-sequence HLA-DQA10301-DQB10302. The binding affinity (normalized) is 0.468. (4) The peptide sequence is GAATVAAGAATTAAG. The MHC is DRB1_0701 with pseudo-sequence DRB1_0701. The binding affinity (normalized) is 0.151. (5) The peptide sequence is KPLLIIAEDVEGEY. The MHC is H-2-IEk with pseudo-sequence QEFFIASGAAVDAVMECSLVYFDFQKETVHIFFL. The binding affinity (normalized) is 0. (6) The peptide sequence is GRRGAAEVLVVLSEL. The MHC is HLA-DQA10501-DQB10303 with pseudo-sequence HLA-DQA10501-DQB10303. The binding affinity (normalized) is 0.515.